Dataset: Reaction yield outcomes from USPTO patents with 853,638 reactions. Task: Predict the reaction yield, written as a fraction of the theoretical maximum amount of product (1.0 means a 100% yield; for example, 0.34 means a 34% yield). (1) The reactants are [CH3:1][O:2][C:3]1[CH:4]=[C:5]([C:13]([O:15]C)=[O:14])[C:6](=[CH:11][CH:12]=1)[C:7]([O:9]C)=[O:8].[OH-].[K+]. The catalyst is CO.O. The product is [CH3:1][O:2][C:3]1[CH:4]=[C:5]([C:13]([OH:15])=[O:14])[C:6](=[CH:11][CH:12]=1)[C:7]([OH:9])=[O:8]. The yield is 0.990. (2) The reactants are O[CH2:2][CH2:3][CH2:4][CH2:5][CH2:6][CH2:7][CH2:8][CH2:9][CH2:10][CH2:11][CH2:12][CH2:13][CH2:14][CH2:15][CH2:16][C:17]([OH:19])=[O:18].[BrH:20]. The catalyst is C(O)(=O)C. The product is [Br:20][CH2:2][CH2:3][CH2:4][CH2:5][CH2:6][CH2:7][CH2:8][CH2:9][CH2:10][CH2:11][CH2:12][CH2:13][CH2:14][CH2:15][CH2:16][C:17]([OH:19])=[O:18]. The yield is 0.990. (3) The reactants are [CH3:1][C:2]([CH3:36])([CH3:35])[CH2:3][CH2:4][C@:5]1([CH3:34])[C:14]2[C:9](=[CH:10][CH:11]=[CH:12][CH:13]=2)[C:8]([OH:15])=[C:7]([C:16]2[NH:21][C:20]3[S:22][CH:23]=[C:24]([CH2:25][NH:26][S:27]([CH3:30])(=[O:29])=[O:28])[C:19]=3[S:18](=[O:32])(=[O:31])[N:17]=2)[C:6]1=[O:33].[H-].[Na+].[CH3:39]I.Cl. The catalyst is CN(C)C=O.O.C(OCC)(=O)C. The product is [CH3:1][C:2]([CH3:36])([CH3:35])[CH2:3][CH2:4][C@:5]1([CH3:34])[C:14]2[C:9](=[CH:10][CH:11]=[CH:12][CH:13]=2)[C:8]([OH:15])=[C:7]([C:16]2[NH:21][C:20]3[S:22][CH:23]=[C:24]([CH2:25][N:26]([CH3:39])[S:27]([CH3:30])(=[O:29])=[O:28])[C:19]=3[S:18](=[O:32])(=[O:31])[N:17]=2)[C:6]1=[O:33]. The yield is 0.390. (4) The reactants are [CH:1]([N:4]1[C:9]2=[N:10][C:11]([C:14]3[C:15]([CH3:31])=[N:16][C:17]([C:20]4[N:24](C5CCCCO5)[CH:23]=[N:22][N:21]=4)=[CH:18][CH:19]=3)=[CH:12][N:13]=[C:8]2[NH:7][CH2:6][C:5]1=[O:32])([CH3:3])[CH3:2].Cl. The catalyst is C(O)C. The product is [CH:1]([N:4]1[C:9]2=[N:10][C:11]([C:14]3[C:15]([CH3:31])=[N:16][C:17]([C:20]4[NH:24][CH:23]=[N:22][N:21]=4)=[CH:18][CH:19]=3)=[CH:12][N:13]=[C:8]2[NH:7][CH2:6][C:5]1=[O:32])([CH3:3])[CH3:2]. The yield is 0.620.